Predict the reactants needed to synthesize the given product. From a dataset of Full USPTO retrosynthesis dataset with 1.9M reactions from patents (1976-2016). (1) Given the product [Cl:38][C:39]1[CH:57]=[CH:56][C:42]([CH2:43][N:44]2[C:45]([CH2:54][OH:55])=[N:46][N:47]=[C:48]2[C@H:49]2[CH2:53][CH2:52][CH2:51][N:50]2[C:2]([NH:25][C@@H:19]2[C:18]3[C:23](=[CH:24][C:15]([C:14]([F:13])([F:26])[F:27])=[CH:16][CH:17]=3)[O:22][CH2:21][CH2:20]2)=[O:4])=[CH:41][CH:40]=1, predict the reactants needed to synthesize it. The reactants are: Cl[C:2](Cl)([O:4]C(=O)OC(Cl)(Cl)Cl)Cl.[F:13][C:14]([F:27])([F:26])[C:15]1[CH:24]=[C:23]2[C:18]([C@@H:19]([NH2:25])[CH2:20][CH2:21][O:22]2)=[CH:17][CH:16]=1.C(N(CC)C(C)C)(C)C.Cl.[Cl:38][C:39]1[CH:57]=[CH:56][C:42]([CH2:43][N:44]2[C:48]([C@H:49]3[CH2:53][CH2:52][CH2:51][NH:50]3)=[N:47][N:46]=[C:45]2[CH2:54][OH:55])=[CH:41][CH:40]=1.C([O-])(O)=O.[Na+]. (2) Given the product [CH2:15]([N:7]1[C:8](=[O:13])[CH2:9][CH2:10][C:11](=[O:12])[C:5]2[CH:4]=[CH:3][C:2]([Cl:1])=[CH:14][C:6]1=2)[C:16]1[CH:21]=[CH:20][CH:19]=[CH:18][CH:17]=1, predict the reactants needed to synthesize it. The reactants are: [Cl:1][C:2]1[CH:3]=[CH:4][C:5]2[C:11](=[O:12])[CH2:10][CH2:9][C:8](=[O:13])[NH:7][C:6]=2[CH:14]=1.[CH2:15](Br)[C:16]1[CH:21]=[CH:20][CH:19]=[CH:18][CH:17]=1.